This data is from Reaction yield outcomes from USPTO patents with 853,638 reactions. The task is: Predict the reaction yield, written as a fraction of the theoretical maximum amount of product (1.0 means a 100% yield; for example, 0.34 means a 34% yield). (1) The reactants are [Br:1][C:2]1[CH:7]=[CH:6][C:5]([F:8])=[CH:4][N:3]=1.C([Li])CCC.[CH3:14][C:15]([CH3:17])=[O:16].Cl. The catalyst is C(OCC)C.C(OCC)(=O)C. The product is [Br:1][C:2]1[N:3]=[C:4]([C:15]([OH:16])([CH3:17])[CH3:14])[C:5]([F:8])=[CH:6][CH:7]=1. The yield is 0.671. (2) The reactants are C[Li].Br[C:4]1[CH:9]=[CH:8][C:7]([C:10]2[O:11][CH:12]=[N:13][N:14]=2)=[CH:6][CH:5]=1.C([Li])CCC.C([O:23][B:24](OC(C)C)[O:25]C(C)C)(C)C. The catalyst is O1CCCC1.O.C(O)(=O)C. The product is [O:11]1[CH:12]=[N:13][N:14]=[C:10]1[C:7]1[CH:8]=[CH:9][C:4]([B:24]([OH:25])[OH:23])=[CH:5][CH:6]=1. The yield is 0.820. (3) The reactants are [H-].C([Al+]CC(C)C)C(C)C.C[O:12][C:13]([C:15]1[CH:16]=[CH:17][C:18]2[N:19]([C:21]([C:24]3[CH:29]=[C:28]([CH:30]([CH3:32])[CH3:31])[CH:27]=[C:26]([CH:33]([CH3:35])[CH3:34])[C:25]=3[O:36][CH2:37][CH3:38])=[CH:22][N:23]=2)[CH:20]=1)=O. The catalyst is ClCCl. The product is [CH2:37]([O:36][C:25]1[C:26]([CH:33]([CH3:34])[CH3:35])=[CH:27][C:28]([CH:30]([CH3:32])[CH3:31])=[CH:29][C:24]=1[C:21]1[N:19]2[CH:20]=[C:15]([CH2:13][OH:12])[CH:16]=[CH:17][C:18]2=[N:23][CH:22]=1)[CH3:38]. The yield is 0.380. (4) The product is [CH2:37]([N:5]([CH2:1][CH2:2][CH2:3][CH3:4])[C:6]([C:8]1[C:12]([Cl:13])=[C:11]([CH3:14])[N:10]([C:15]2[CH:20]=[CH:19][C:18]([OH:21])=[CH:17][C:16]=2[C:23]([N:25]2[C@H:34]([CH2:35][OH:36])[CH2:33][C:32]3[C:27](=[CH:28][CH:29]=[CH:30][CH:31]=3)[CH2:26]2)=[O:24])[N:9]=1)=[O:7])[CH2:38][CH2:39][CH3:40]. The reactants are [CH2:1]([N:5]([CH2:37][CH2:38][CH2:39][CH3:40])[C:6]([C:8]1[C:12]([Cl:13])=[C:11]([CH3:14])[N:10]([C:15]2[CH:20]=[CH:19][C:18]([O:21]C)=[CH:17][C:16]=2[C:23]([N:25]2[C@H:34]([CH2:35][OH:36])[CH2:33][C:32]3[C:27](=[CH:28][CH:29]=[CH:30][CH:31]=3)[CH2:26]2)=[O:24])[N:9]=1)=[O:7])[CH2:2][CH2:3][CH3:4].[Cl-].[Al+3].[Cl-].[Cl-].C(S)C.ClCCl. The catalyst is O. The yield is 0.330. (5) The reactants are C[C:2]1([CH3:10])[O:7][C:6](=[O:8])[CH2:5][C:4](=[O:9])O1.[S:11]1[CH:15]=[CH:14][CH:13]=[C:12]1C(O)=O.C1CCC(N=C=NC2CCCCC2)CC1. The catalyst is CN(C1C=CN=CC=1)C.C(Cl)Cl. The product is [O:9]=[C:4]([C:12]1[S:11][CH:15]=[CH:14][CH:13]=1)[CH2:5][C:6]([O:7][CH2:2][CH3:10])=[O:8]. The yield is 0.270. (6) The reactants are Br[CH2:2][C:3]1[CH:10]=[CH:9][C:6]([CH:7]=[O:8])=[CH:5][C:4]=1[Cl:11].[C:12]1(=[O:22])[NH:16][C:15](=[O:17])[C:14]2=[CH:18][CH:19]=[CH:20][CH:21]=[C:13]12.[K]. The product is [Cl:11][C:4]1[CH:5]=[C:6]([CH:9]=[CH:10][C:3]=1[CH2:2][N:16]1[C:12](=[O:22])[C:13]2[C:14](=[CH:18][CH:19]=[CH:20][CH:21]=2)[C:15]1=[O:17])[CH:7]=[O:8]. The yield is 0.600. The catalyst is CN(C=O)C.O. (7) The reactants are C([O:3][C:4](=[O:20])[CH2:5][CH:6]([CH2:11][P:12]([O:17][CH2:18][CH3:19])([O:14][CH2:15][CH3:16])=[O:13])[CH2:7][CH:8]([CH3:10])[CH3:9])C.[OH-].[Na+]. The catalyst is CCO. The product is [CH2:18]([O:17][P:12]([CH2:11][CH:6]([CH2:7][CH:8]([CH3:10])[CH3:9])[CH2:5][C:4]([OH:20])=[O:3])([O:14][CH2:15][CH3:16])=[O:13])[CH3:19]. The yield is 0.720. (8) The reactants are [CH2:1]([O:8][C@H:9]1[C@@H:21]([O:22][CH2:23][C:24]2[CH:29]=[CH:28][CH:27]=[CH:26][CH:25]=2)[C@H:20]([O:30][CH2:31][C:32]2[CH:37]=[CH:36][CH:35]=[CH:34][CH:33]=2)[C@@H:19]([C@@H:38]([CH2:40][OH:41])[OH:39])[O:18][C@@H:10]1SC1C=CC=CC=1)[C:2]1[CH:7]=[CH:6][CH:5]=[CH:4][CH:3]=1. The catalyst is CCO. The product is [CH2:1]([O:8][C@H:9]1[C@@H:21]([O:22][CH2:23][C:24]2[CH:29]=[CH:28][CH:27]=[CH:26][CH:25]=2)[C@H:20]([O:30][CH2:31][C:32]2[CH:33]=[CH:34][CH:35]=[CH:36][CH:37]=2)[C@@H:19]([C@@H:38]([CH2:40][OH:41])[OH:39])[O:18][CH2:10]1)[C:2]1[CH:7]=[CH:6][CH:5]=[CH:4][CH:3]=1. The yield is 0.760. (9) The reactants are [H-].[Na+].[O:3]=[C:4]1[C:9]([C:10]([O:12][CH3:13])=[O:11])=[CH:8][CH:7]=[C:6]([C:14]2[CH:19]=[CH:18][CH:17]=[CH:16][CH:15]=2)[NH:5]1.[CH2:20](Br)[C:21]1[CH:26]=[CH:25][CH:24]=[CH:23][CH:22]=1. The catalyst is CN(C=O)C. The product is [CH2:20]([N:5]1[C:6]([C:14]2[CH:19]=[CH:18][CH:17]=[CH:16][CH:15]=2)=[CH:7][CH:8]=[C:9]([C:10]([O:12][CH3:13])=[O:11])[C:4]1=[O:3])[C:21]1[CH:26]=[CH:25][CH:24]=[CH:23][CH:22]=1. The yield is 0.180.